From a dataset of Forward reaction prediction with 1.9M reactions from USPTO patents (1976-2016). Predict the product of the given reaction. The product is: [CH2:1]([O:8][CH:9]1[CH2:13][CH2:12][N:11]([C:15]2[N:20]([CH3:21])[C:19](=[O:22])[CH:18]=[C:17]([C:23]3[CH:24]=[CH:25][N:26]=[CH:27][CH:28]=3)[N:16]=2)[CH2:10]1)[C:2]1[CH:3]=[CH:4][CH:5]=[CH:6][CH:7]=1. Given the reactants [CH2:1]([O:8][CH:9]1[CH2:13][CH2:12][NH:11][CH2:10]1)[C:2]1[CH:7]=[CH:6][CH:5]=[CH:4][CH:3]=1.Cl[C:15]1[N:20]([CH3:21])[C:19](=[O:22])[CH:18]=[C:17]([C:23]2[CH:28]=[CH:27][N:26]=[CH:25][CH:24]=2)[N:16]=1.C(N(CC)CC)C, predict the reaction product.